Predict which catalyst facilitates the given reaction. From a dataset of Catalyst prediction with 721,799 reactions and 888 catalyst types from USPTO. (1) Reactant: Cl.Cl.[NH2:3][C:4]1[CH:9]=[C:8]([NH2:10])[C:7]([OH:11])=[CH:6][C:5]=1[OH:12].[C:13]([OH:24])(=[O:23])[C:14]1[CH:22]=[CH:21][C:17]([C:18]([OH:20])=[O:19])=[CH:16][CH:15]=1.C([O-])(=O)C1C=CC(C([O-])=O)=CC=1.[Na+].[Na+]. Product: [NH2:3][C:4]1[CH:9]=[C:8]([NH2:10])[C:7]([OH:11])=[CH:6][C:5]=1[OH:12].[C:13]([O-:24])(=[O:23])[C:14]1[CH:22]=[CH:21][C:17]([C:18]([O-:20])=[O:19])=[CH:16][CH:15]=1. The catalyst class is: 801. (2) Reactant: Br[CH2:2][C:3]([C:5]1[CH:10]=[CH:9][C:8]([F:11])=[CH:7][C:6]=1[F:12])=O.[S:13]1[CH:17]=[CH:16][N:15]=[C:14]1[NH2:18]. Product: [F:12][C:6]1[CH:7]=[C:8]([F:11])[CH:9]=[CH:10][C:5]=1[C:3]1[N:18]=[C:14]2[N:15]([CH:2]=1)[CH:16]=[CH:17][S:13]2. The catalyst class is: 14. (3) Reactant: [Cl:1][C:2]1[CH:7]=[CH:6][C:5]([C:8]2([CH2:21][CH2:22]OS(C)(=O)=O)[CH2:13][CH2:12][N:11]([C:14]([O:16][C:17]([CH3:20])([CH3:19])[CH3:18])=[O:15])[CH2:10][CH2:9]2)=[CH:4][CH:3]=1.CC([O-])(C)C.[K+]. Product: [C:17]([O:16][C:14]([N:11]1[CH2:12][CH2:13][C:8]([C:5]2[CH:4]=[CH:3][C:2]([Cl:1])=[CH:7][CH:6]=2)([CH:21]=[CH2:22])[CH2:9][CH2:10]1)=[O:15])([CH3:18])([CH3:19])[CH3:20]. The catalyst class is: 1. (4) Reactant: [CH2:1]([O:8][CH2:9][C:10](=O)[CH2:11][C:12](=[O:30])[C:13](=[N:17][NH:18][C:19]1[CH:24]=[CH:23][CH:22]=[CH:21][C:20]=1[O:25][C:26]([CH3:29])([CH3:28])[CH3:27])[C:14](=[O:16])[CH3:15])[C:2]1[CH:7]=[CH:6][CH:5]=[CH:4][CH:3]=1.C(N(CC)CC)C. Product: [C:14]([C:13]1[C:12](=[O:30])[CH:11]=[C:10]([CH2:9][O:8][CH2:1][C:2]2[CH:7]=[CH:6][CH:5]=[CH:4][CH:3]=2)[N:18]([C:19]2[CH:24]=[CH:23][CH:22]=[CH:21][C:20]=2[O:25][C:26]([CH3:29])([CH3:28])[CH3:27])[N:17]=1)(=[O:16])[CH3:15]. The catalyst class is: 10. (5) Product: [C:11]([OH:16])(=[O:19])[CH3:12].[Cl:1][C:2]1[CH:3]=[C:4]([C:9]2[N:35]3[N:34]=[C:33]([NH:32][C:22]4[CH:23]=[CH:24][C:25]([N:26]5[CH:30]=[C:29]([CH3:31])[N:28]=[CH:27]5)=[C:20]([O:19][CH3:18])[CH:21]=4)[N:37]=[C:36]3[N:38]=[C:11]([C:12]([F:15])([F:14])[F:13])[CH:10]=2)[CH:5]=[CH:6][C:7]=1[F:8]. The catalyst class is: 15. Reactant: [Cl:1][C:2]1[CH:3]=[C:4]([C:9](=O)[CH2:10][C:11](=[O:16])[C:12]([F:15])([F:14])[F:13])[CH:5]=[CH:6][C:7]=1[F:8].[CH3:18][O:19][C:20]1[CH:21]=[C:22]([NH:32][C:33]2[NH:37][C:36]([NH2:38])=[N:35][N:34]=2)[CH:23]=[CH:24][C:25]=1[N:26]1[CH:30]=[C:29]([CH3:31])[N:28]=[CH:27]1.